From a dataset of Reaction yield outcomes from USPTO patents with 853,638 reactions. Predict the reaction yield, written as a fraction of the theoretical maximum amount of product (1.0 means a 100% yield; for example, 0.34 means a 34% yield). The reactants are Br[C:2]1[NH:3][C:4]2[C:9]([C:10]=1[CH:11]1[CH2:16][CH2:15][CH2:14][CH2:13][CH2:12]1)=[CH:8][CH:7]=[C:6]([C:17]([O:19][CH3:20])=[O:18])[CH:5]=2.[CH:21]([C:23]1[CH:28]=[CH:27][CH:26]=[CH:25][C:24]=1B(O)O)=[O:22].[Li+].[Cl-].CCO.C1(C)C=CC=CC=1. The catalyst is C([O-])([O-])=O.[Na+].[Na+].C1C=CC([P]([Pd]([P](C2C=CC=CC=2)(C2C=CC=CC=2)C2C=CC=CC=2)([P](C2C=CC=CC=2)(C2C=CC=CC=2)C2C=CC=CC=2)[P](C2C=CC=CC=2)(C2C=CC=CC=2)C2C=CC=CC=2)(C2C=CC=CC=2)C2C=CC=CC=2)=CC=1. The product is [CH:11]1([C:10]2[C:9]3[C:4](=[CH:5][C:6]([C:17]([O:19][CH3:20])=[O:18])=[CH:7][CH:8]=3)[N:3]3[CH:21]([OH:22])[C:23]4[C:28]([C:2]=23)=[CH:27][CH:26]=[CH:25][CH:24]=4)[CH2:16][CH2:15][CH2:14][CH2:13][CH2:12]1. The yield is 0.700.